This data is from Full USPTO retrosynthesis dataset with 1.9M reactions from patents (1976-2016). The task is: Predict the reactants needed to synthesize the given product. (1) The reactants are: CO[C:3]([C:5]1[O:9][N:8]=[C:7]([O:10][CH2:11][C:12]2[C:13]([C:18]3[CH:23]=[CH:22][CH:21]=[CH:20][CH:19]=3)=[N:14][O:15][C:16]=2[CH3:17])[CH:6]=1)=[O:4].[O:24]1[CH2:28][CH2:27][CH:26]([NH2:29])[CH2:25]1.N12CCCNC1=NCCC2. Given the product [O:24]1[CH2:28][CH2:27][CH:26]([NH:29][C:3]([C:5]2[O:9][N:8]=[C:7]([O:10][CH2:11][C:12]3[C:13]([C:18]4[CH:19]=[CH:20][CH:21]=[CH:22][CH:23]=4)=[N:14][O:15][C:16]=3[CH3:17])[CH:6]=2)=[O:4])[CH2:25]1, predict the reactants needed to synthesize it. (2) Given the product [NH2:1][C:2]1[C:9]([O:10][CH2:11][CH2:12][C:13]2[CH:18]=[CH:17][CH:16]=[CH:15][N:14]=2)=[CH:8][C:7]([O:19][CH2:33][C:34]2[CH:39]=[CH:38][CH:37]=[CH:36][CH:35]=2)=[CH:6][C:3]=1[C:4]#[N:5], predict the reactants needed to synthesize it. The reactants are: [NH2:1][C:2]1[C:9]([O:10][CH2:11][CH2:12][C:13]2[CH:18]=[CH:17][CH:16]=[CH:15][N:14]=2)=[CH:8][C:7]([OH:19])=[CH:6][C:3]=1[C:4]#[N:5].C(P(CCCC)CCCC)CCC.[CH2:33](O)[C:34]1[CH:39]=[CH:38][CH:37]=[CH:36][CH:35]=1.N(C(N1CCCCC1)=O)=NC(N1CCCCC1)=O. (3) Given the product [F:13][C:12]1[C:7]([NH2:6])=[N:8][CH:9]=[C:10]([F:14])[C:11]=1[I:15], predict the reactants needed to synthesize it. The reactants are: C([Li])CCC.[NH2:6][C:7]1[C:12]([F:13])=[CH:11][C:10]([F:14])=[CH:9][N:8]=1.[I:15]I.S([O-])([O-])(=O)=S.[Na+].[Na+]. (4) Given the product [F:32][C:29]1[CH:30]=[CH:31][C:26]([CH2:25][N:12]([CH2:13][CH:14]2[CH2:19][CH2:18][CH:17]([C:20]([OH:22])=[O:21])[CH2:16][CH2:15]2)[S:8]([CH2:7][C:1]2[CH:6]=[CH:5][CH:4]=[CH:3][CH:2]=2)(=[O:10])=[O:9])=[CH:27][CH:28]=1, predict the reactants needed to synthesize it. The reactants are: [C:1]1([CH2:7][S:8](Cl)(=[O:10])=[O:9])[CH:6]=[CH:5][CH:4]=[CH:3][CH:2]=1.[NH2:12][CH2:13][CH:14]1[CH2:19][CH2:18][CH:17]([C:20]([O:22]C)=[O:21])[CH2:16][CH2:15]1.Br[CH2:25][C:26]1[CH:31]=[CH:30][C:29]([F:32])=[CH:28][CH:27]=1. (5) Given the product [Br:22][C:19]1[CH:20]=[CH:21][C:16]([NH:15][C:6]2[C:5]([C:3](=[O:2])[CH3:25])=[CH:10][N:9]3[CH:11]=[CH:12][N:13]=[C:8]3[C:7]=2[Cl:14])=[C:17]([Cl:23])[CH:18]=1, predict the reactants needed to synthesize it. The reactants are: C[O:2][C:3]([C:5]1[C:6]([NH:15][C:16]2[CH:21]=[CH:20][C:19]([Br:22])=[CH:18][C:17]=2[Cl:23])=[C:7]([Cl:14])[C:8]2[N:9]([CH:11]=[CH:12][N:13]=2)[CH:10]=1)=O.Cl.[CH2:25]1COCC1. (6) The reactants are: [C:1]([C:4]1[CH:9]=[CH:8][CH:7]=[CH:6][C:5]=1[S:10][C:11]1[CH:19]=[C:18]([F:20])[CH:17]=[CH:16][C:12]=1[C:13](O)=[O:14])(O)=[O:2].S(C1C=CC=CC=1C(OC)=O)C1C=CC=CC=1C(OC)=O. Given the product [F:20][C:18]1[CH:17]=[CH:16][C:12]([CH2:13][OH:14])=[C:11]([S:10][C:5]2[CH:6]=[CH:7][CH:8]=[CH:9][C:4]=2[CH2:1][OH:2])[CH:19]=1, predict the reactants needed to synthesize it. (7) Given the product [CH3:19][C:8]([C:5]1[CH:6]=[CH:7][C:2]([N:1]2[CH2:25][CH2:24][NH:23][CH2:22][CH2:21]2)=[CH:3][CH:4]=1)([C:9]([O:11][CH2:12][CH3:13])=[O:10])[C:14]([O:16][CH2:17][CH3:18])=[O:15], predict the reactants needed to synthesize it. The reactants are: [NH2:1][C:2]1[CH:7]=[CH:6][C:5]([C:8]([CH3:19])([C:14]([O:16][CH2:17][CH3:18])=[O:15])[C:9]([O:11][CH2:12][CH3:13])=[O:10])=[CH:4][CH:3]=1.Cl[CH2:21][CH2:22][NH:23][CH2:24][CH2:25]Cl.Cl. (8) The reactants are: [N:1]([CH2:4][C@H:5]1[CH2:10][CH2:9][CH2:8][CH2:7][C@@H:6]1[NH:11][CH:12]1[CH2:17][CH2:16][N:15]([CH:18]2[CH2:23][CH2:22][N:21]([C:24]([O:26][C:27]([CH3:30])([CH3:29])[CH3:28])=[O:25])[CH2:20][CH2:19]2)[CH2:14][CH2:13]1)=[N+]=[N-]. Given the product [NH2:1][CH2:4][C@H:5]1[CH2:10][CH2:9][CH2:8][CH2:7][C@@H:6]1[NH:11][CH:12]1[CH2:13][CH2:14][N:15]([CH:18]2[CH2:23][CH2:22][N:21]([C:24]([O:26][C:27]([CH3:30])([CH3:29])[CH3:28])=[O:25])[CH2:20][CH2:19]2)[CH2:16][CH2:17]1, predict the reactants needed to synthesize it.